Dataset: Forward reaction prediction with 1.9M reactions from USPTO patents (1976-2016). Task: Predict the product of the given reaction. (1) Given the reactants [CH2:1]([C:3]1[CH:4]=[N:5][C:6]2[C:11]([CH:12]=1)=[CH:10][CH:9]=[CH:8][CH:7]=2)[CH3:2].[BH3-]C#N.[Na+].B(F)(F)F.CCOCC.C([O-])(O)=O.[Na+], predict the reaction product. The product is: [CH2:1]([C:3]1[CH2:4][NH:5][C:6]2[C:11]([CH:12]=1)=[CH:10][CH:9]=[CH:8][CH:7]=2)[CH3:2]. (2) The product is: [CH3:65][C@:62]12[C@@:61]3([CH3:66])[C@@H:52]([C@:53]4([CH3:80])[C@@H:58]([CH2:59][CH2:60]3)[C:57]([CH3:67])([CH3:68])[C:56]([C:69]3[CH2:74][CH:73]5[CH:71]([CH:72]5[C:75]([O:77][CH2:78][CH3:79])=[O:76])[CH:70]=3)=[CH:55][CH2:54]4)[CH2:51][CH2:50][C@@H:49]1[C@H:48]1[C@H:81]([C:84]([CH3:86])=[CH2:85])[CH2:82][CH2:83][C@:47]1([NH:44][CH2:45][CH2:46][N:41]1[CH2:42][CH2:43][CH:38]([S:35]([CH3:34])(=[O:37])=[O:36])[CH2:39][CH2:40]1)[CH2:64][CH2:63]2. Given the reactants N1([C@]23CC[C@@H](C(C)=C)[C@@H]2[C@@H]2[C@@](C)(CC3)[C@@]3(C)[C@@H]([C@]4(C)[C@@H](CC3)C(C)(C)C(=O)CC4)CC2)CC1.[CH3:34][S:35]([CH:38]1[CH2:43][CH2:42][NH:41][CH2:40][CH2:39]1)(=[O:37])=[O:36].[N:44]1([C@:47]23[CH2:83][CH2:82][C@@H:81]([C:84]([CH3:86])=[CH2:85])[C@@H:48]2[C@@H:49]2[C@@:62]([CH3:65])([CH2:63][CH2:64]3)[C@@:61]3([CH3:66])[C@@H:52]([C@:53]4([CH3:80])[C@@H:58]([CH2:59][CH2:60]3)[C:57]([CH3:68])([CH3:67])[C:56]([C:69]3[CH2:74][CH:73]5[CH:71]([CH:72]5[C:75]([O:77][CH2:78][CH3:79])=[O:76])[CH:70]=3)=[CH:55][CH2:54]4)[CH2:51][CH2:50]2)[CH2:46][CH2:45]1, predict the reaction product. (3) The product is: [NH2:21][C:20]1[N:19]=[CH:18][N:17]=[C:16]2[N:12]([CH:10]([C:4]3[C:3]([O:23][CH3:24])=[C:2]([C:33]4[CH:34]=[N:35][CH:36]=[C:37]([CH:40]=4)[C:38]#[N:39])[C:7]([CH3:8])=[C:6]([Cl:9])[CH:5]=3)[CH3:11])[N:13]=[C:14]([CH3:22])[C:15]=12. Given the reactants Br[C:2]1[C:3]([O:23][CH3:24])=[C:4]([CH:10]([N:12]2[C:16]3=[N:17][CH:18]=[N:19][C:20]([NH2:21])=[C:15]3[C:14]([CH3:22])=[N:13]2)[CH3:11])[CH:5]=[C:6]([Cl:9])[C:7]=1[CH3:8].CC1(C)C(C)(C)OB([C:33]2[CH:34]=[N:35][CH:36]=[C:37]([CH:40]=2)[C:38]#[N:39])O1.C(=O)([O-])[O-].[Na+].[Na+].ClCCl, predict the reaction product. (4) Given the reactants FC(F)(F)C(O)=O.[Cl:8][C:9]1[CH:48]=[CH:47][C:12]([CH2:13][N:14]2[C:22]3[C:17](=[C:18]([C:23]([NH:25][CH2:26][CH2:27][NH:28]C(=O)OC(C)(C)C)=[O:24])[CH:19]=[CH:20][CH:21]=3)[C:16]([C:36](=[O:46])[C:37](=[O:45])[NH:38][C:39]3[CH2:40][O:41][C:42](=[O:44])[CH:43]=3)=[CH:15]2)=[CH:11][CH:10]=1, predict the reaction product. The product is: [NH2:28][CH2:27][CH2:26][NH:25][C:23]([C:18]1[C:17]2[C:16]([C:36](=[O:46])[C:37](=[O:45])[NH:38][C:39]3[CH2:40][O:41][C:42](=[O:44])[CH:43]=3)=[CH:15][N:14]([CH2:13][C:12]3[CH:11]=[CH:10][C:9]([Cl:8])=[CH:48][CH:47]=3)[C:22]=2[CH:21]=[CH:20][CH:19]=1)=[O:24]. (5) Given the reactants [Br:1][C:2]1[CH:3]=[C:4]([C:12](=[CH:18][CH:19]2[CH2:23][CH2:22][C:21]3([O:28][CH2:27][C:26]([CH3:30])([CH3:29])[CH2:25][O:24]3)[CH2:20]2)[C:13]([O:15][CH2:16][CH3:17])=[O:14])[CH:5]=[CH:6][C:7]=1[S:8][CH:9]1[CH2:11][CH2:10]1.[OH:31]OS([O-])=O.[K+].C(=O)([O-])O.[Na+].S([O-])([O-])=O.[Na+].[Na+], predict the reaction product. The product is: [Br:1][C:2]1[CH:3]=[C:4]([C:12](=[CH:18][CH:19]2[CH2:23][CH2:22][C:21]3([O:24][CH2:25][C:26]([CH3:29])([CH3:30])[CH2:27][O:28]3)[CH2:20]2)[C:13]([O:15][CH2:16][CH3:17])=[O:14])[CH:5]=[CH:6][C:7]=1[S:8]([CH:9]1[CH2:11][CH2:10]1)=[O:31]. (6) Given the reactants [Br:1][C:2]1[CH:11]=[CH:10][CH:9]=[C:8]2[C:3]=1[CH:4]=[C:5]([Cl:13])[N:6]=[C:7]2Cl.[OH-].[Na+], predict the reaction product. The product is: [Br:1][C:2]1[CH:11]=[CH:10][CH:9]=[C:8]2[C:3]=1[CH:4]=[C:5]([Cl:13])[N:6]=[CH:7]2. (7) The product is: [CH2:43]([N:46]([CH2:47][CH2:48][CH3:49])[C:3](=[O:13])[C:4]1[CH:5]=[C:6]([CH:10]=[CH:11][CH:12]=1)[C:7]([OH:9])=[O:8])[CH2:44][CH3:45]. Given the reactants CO[C:3](=[O:13])[C:4]1[CH:12]=[CH:11][CH:10]=[C:6]([C:7]([OH:9])=[O:8])[CH:5]=1.Cl.CN(C)CCCN=C=NCC.ON1C2C=CC=CC=2N=N1.C(N(CC)CC)C.[CH2:43]([NH:46][CH2:47][CH2:48][CH3:49])[CH2:44][CH3:45].[OH-].[Li+], predict the reaction product. (8) The product is: [F:25][C:26]1[CH:27]=[CH:28][C:29]([CH2:30][N:31]2[CH2:35][CH2:34][N:33]([C:36]3[S:40][C:39]([C:41]([NH:57][CH2:56][C:53]4[CH:54]=[N:55][C:50]([C:49]([F:59])([F:48])[F:58])=[CH:51][CH:52]=4)=[O:42])=[C:38]([CH3:44])[CH:37]=3)[C:32]2=[O:45])=[CH:46][CH:47]=1. Given the reactants CC1C=C(N2CCN(CCOC3C=CC=CC=3)C2=O)SC=1C(O)=O.[F:25][C:26]1[CH:47]=[CH:46][C:29]([CH2:30][N:31]2[CH2:35][CH2:34][N:33]([C:36]3[S:40][C:39]([C:41](O)=[O:42])=[C:38]([CH3:44])[CH:37]=3)[C:32]2=[O:45])=[CH:28][CH:27]=1.[F:48][C:49]([F:59])([F:58])[C:50]1[N:55]=[CH:54][C:53]([CH2:56][NH2:57])=[CH:52][CH:51]=1, predict the reaction product. (9) The product is: [NH2:21][C:14]1[C:15]([C:17]([F:18])([F:20])[F:19])=[C:16]2[C:8]([CH:7]3[CH2:6][CH2:5][N:4]([C:25]([O:27][C:28]([CH3:30])([CH3:31])[CH3:29])=[O:26])[CH2:3][CH:2]3[CH3:1])=[CH:9][N:10]([CH3:24])[C:11]2=[N:12][CH:13]=1. Given the reactants [CH3:1][CH:2]1[C:7]([C:8]2[C:16]3[C:11](=[N:12][CH:13]=[C:14]([N+:21]([O-])=O)[C:15]=3[C:17]([F:20])([F:19])[F:18])[N:10]([CH3:24])[CH:9]=2)=[CH:6][CH2:5][N:4]([C:25]([O:27][C:28]([CH3:31])([CH3:30])[CH3:29])=[O:26])[CH2:3]1.C([O-])=O.[NH4+], predict the reaction product.